From a dataset of M1 muscarinic receptor antagonist screen with 61,756 compounds. Binary Classification. Given a drug SMILES string, predict its activity (active/inactive) in a high-throughput screening assay against a specified biological target. The drug is o1c2c(CN3CCN(CC3)CCO)c(O)ccc2c(=O)c(c1)c1c(OC)cccc1. The result is 0 (inactive).